This data is from Full USPTO retrosynthesis dataset with 1.9M reactions from patents (1976-2016). The task is: Predict the reactants needed to synthesize the given product. (1) Given the product [OH:2][NH:1][S:13]([C:9]1[CH:10]=[CH:11][CH:12]=[C:7]([O:6][C:5]([F:18])([F:17])[F:4])[CH:8]=1)(=[O:15])=[O:14], predict the reactants needed to synthesize it. The reactants are: [NH2:1][OH:2].O.[F:4][C:5]([F:18])([F:17])[O:6][C:7]1[CH:8]=[C:9]([S:13](Cl)(=[O:15])=[O:14])[CH:10]=[CH:11][CH:12]=1. (2) Given the product [F:62][C:61]([F:64])([F:63])[C:59]([OH:65])=[O:60].[CH:52]1([N:32]([CH2:31][CH2:30][NH:22][CH2:21][CH2:20][C:12]2[C:13]3[O:14][CH2:15][C:16](=[O:19])[NH:17][C:18]=3[C:9]([OH:8])=[CH:10][CH:11]=2)[C:33](=[O:51])[CH2:34][CH2:35][O:36][CH2:37][CH2:38][C:39]2[CH:44]=[CH:43][CH:42]=[C:41]([C:45]3[N:46]=[N:47][N:48]([CH3:50])[CH:49]=3)[CH:40]=2)[CH2:53][CH2:54][CH2:55][CH2:56][CH2:57][CH2:58]1, predict the reactants needed to synthesize it. The reactants are: C(OC([O:8][C:9]1[C:18]2[NH:17][C:16](=[O:19])[CH2:15][O:14][C:13]=2[C:12]([CH2:20][CH2:21][N:22]([CH2:30][CH2:31][N:32]([CH:52]2[CH2:58][CH2:57][CH2:56][CH2:55][CH2:54][CH2:53]2)[C:33](=[O:51])[CH2:34][CH2:35][O:36][CH2:37][CH2:38][C:39]2[CH:44]=[CH:43][CH:42]=[C:41]([C:45]3[N:46]=[N:47][N:48]([CH3:50])[CH:49]=3)[CH:40]=2)C(=O)OC(C)(C)C)=[CH:11][CH:10]=1)=O)(C)(C)C.[C:59]([OH:65])([C:61]([F:64])([F:63])[F:62])=[O:60]. (3) The reactants are: [NH2:1][C:2]1[CH:3]=[C:4]([S:8]([N:11]([CH2:18][CH3:19])[C:12]2[CH:17]=[CH:16][CH:15]=[CH:14][CH:13]=2)(=[O:10])=[O:9])[S:5][C:6]=1[Cl:7].[N:20]([C:23]1[CH:32]=[CH:31][CH:30]=[CH:29][C:24]=1[C:25](OC)=[O:26])=[C:21]=[O:22]. Given the product [Cl:7][C:6]1[S:5][C:4]([S:8]([N:11]([CH2:18][CH3:19])[C:12]2[CH:17]=[CH:16][CH:15]=[CH:14][CH:13]=2)(=[O:9])=[O:10])=[CH:3][C:2]=1[N:1]1[C:25](=[O:26])[C:24]2[C:23](=[CH:32][CH:31]=[CH:30][CH:29]=2)[NH:20][C:21]1=[O:22], predict the reactants needed to synthesize it. (4) Given the product [C:1]([OH:8])(=[O:7])[CH:2]=[CH2:3].[NH2:33][C:9]([O:13][CH2:14][CH3:15])=[O:12], predict the reactants needed to synthesize it. The reactants are: [C:1]1(=[O:8])[O:7]CCC[CH2:3][CH2:2]1.[C:9]([O:13][CH2:14][CH2:15]O)(=[O:12])C=C.C(OC(=O)CCCCC)C.[Bi].C(O[N:33]=C=O)(=O)C=C.[N-]=C=O. (5) The reactants are: [CH3:1][O:2][C@@H:3]([C@@H:33]([N:38]([CH3:46])[C:39](=[O:45])[C@H:40]([CH:42]([CH3:44])[CH3:43])[NH2:41])[C@@H:34]([CH3:37])[CH2:35][CH3:36])[CH2:4][C:5]([N:7]1[CH2:11][CH2:10][CH2:9][C@H:8]1[C@H:12]([O:31][CH3:32])[C@@H:13]([CH3:30])[C:14](=[O:29])[NH:15][C@H:16]([C:24]1[S:25][CH:26]=[CH:27][N:28]=1)[CH2:17][C:18]1[CH:23]=[CH:22][CH:21]=[CH:20][CH:19]=1)=[O:6].[C:47]([O:51][C:52]([N:54]([CH3:61])[C:55]([CH3:60])([C:57](O)=[O:58])[CH3:56])=[O:53])([CH3:50])([CH3:49])[CH3:48].C(N(C(C)C)CC)(C)C.CN(C(ON1N=NC2C=CC=NC1=2)=[N+](C)C)C.F[P-](F)(F)(F)(F)F. Given the product [C:47]([O:51][C:52]([N:54]([CH3:61])[C:55]([CH3:60])([C:57]([NH:41][C@H:40]([C:39]([N:38]([C@@H:33]([C@@H:34]([CH3:37])[CH2:35][CH3:36])[C@H:3]([O:2][CH3:1])[CH2:4][C:5]([N:7]1[CH2:11][CH2:10][CH2:9][C@H:8]1[C@H:12]([O:31][CH3:32])[C@@H:13]([CH3:30])[C:14](=[O:29])[NH:15][C@H:16]([C:24]1[S:25][CH:26]=[CH:27][N:28]=1)[CH2:17][C:18]1[CH:19]=[CH:20][CH:21]=[CH:22][CH:23]=1)=[O:6])[CH3:46])=[O:45])[CH:42]([CH3:44])[CH3:43])=[O:58])[CH3:56])=[O:53])([CH3:50])([CH3:49])[CH3:48], predict the reactants needed to synthesize it. (6) Given the product [F:20][C:21]([F:34])([F:33])[S:22]([O:1][C:2]1[CH:3]=[C:4]([CH:9]=[CH:10][CH:11]=1)[C:5]([O:7][CH3:8])=[O:6])(=[O:24])=[O:23], predict the reactants needed to synthesize it. The reactants are: [OH:1][C:2]1[CH:3]=[C:4]([CH:9]=[CH:10][CH:11]=1)[C:5]([O:7][CH3:8])=[O:6].N1C(C)=CC=CC=1C.[F:20][C:21]([F:34])([F:33])[S:22](O[S:22]([C:21]([F:34])([F:33])[F:20])(=[O:24])=[O:23])(=[O:24])=[O:23].